This data is from Full USPTO retrosynthesis dataset with 1.9M reactions from patents (1976-2016). The task is: Predict the reactants needed to synthesize the given product. (1) Given the product [ClH:27].[Cl:37][C:35]1[CH:34]=[CH:33][C:31]2[N:32]=[C:28]([N:18]([CH2:19][CH2:20][CH2:21][CH2:22][CH2:23][CH2:24][CH3:25])[CH2:17][CH2:16][C:14]3[N:15]=[C:11]([S:10][C:7]([CH3:8])([CH3:9])[C:6]([OH:5])=[O:26])[S:12][CH:13]=3)[S:29][C:30]=2[CH:36]=1, predict the reactants needed to synthesize it. The reactants are: C([O:5][C:6](=[O:26])[C:7]([S:10][C:11]1[S:12][CH:13]=[C:14]([CH2:16][CH2:17][NH:18][CH2:19][CH2:20][CH2:21][CH2:22][CH2:23][CH2:24][CH3:25])[N:15]=1)([CH3:9])[CH3:8])(C)(C)C.[Cl:27][C:28]1[S:29][C:30]2[CH:36]=[C:35]([Cl:37])[CH:34]=[CH:33][C:31]=2[N:32]=1.Cl.C(OCC)(=O)C. (2) Given the product [NH2:25][CH2:24][C@H:5]1[CH2:4][C@@H:3]([O:2][CH3:1])[CH2:8][N:7]([CH2:9][CH2:10][N:11]2[C:16](=[O:17])[CH:15]=[N:14][C:13]3[CH:18]=[CH:19][C:20]([O:22][CH3:23])=[N:21][C:12]2=3)[CH2:6]1, predict the reactants needed to synthesize it. The reactants are: [CH3:1][O:2][CH:3]1[CH2:8][N:7]([CH2:9][CH2:10][N:11]2[C:16](=[O:17])[CH:15]=[N:14][C:13]3[CH:18]=[CH:19][C:20]([O:22][CH3:23])=[N:21][C:12]2=3)[CH2:6][CH:5]([CH2:24][N:25]2C(=O)C3C(=CC=CC=3)C2=O)[CH2:4]1.NN. (3) Given the product [F:1][C:2]1[CH:26]=[CH:25][CH:24]=[CH:23][C:3]=1[O:4][C:5]1[N:6]=[CH:7][C:8]2[N:13]=[C:12]([C:14]3[CH:15]=[C:16]([CH3:22])[C:17]([O:21][CH2:28][C:29]([OH:31])=[O:30])=[C:18]([CH3:20])[CH:19]=3)[O:11][C:9]=2[N:10]=1, predict the reactants needed to synthesize it. The reactants are: [F:1][C:2]1[CH:26]=[CH:25][CH:24]=[CH:23][C:3]=1[O:4][C:5]1[N:6]=[CH:7][C:8]2[N:13]=[C:12]([C:14]3[CH:19]=[C:18]([CH3:20])[C:17]([OH:21])=[C:16]([CH3:22])[CH:15]=3)[O:11][C:9]=2[N:10]=1.Br[CH2:28][C:29]([O:31]C(C)(C)C)=[O:30].C(=O)([O-])[O-].[K+].[K+]. (4) Given the product [CH2:1]([O:8][C:9]1[CH:14]=[C:13]([N+:15]([O-:17])=[O:16])[CH:12]=[CH:11][C:10]=1[O:18][CH2:29][C@H:30]1[CH2:31][O:32]1)[C:2]1[CH:3]=[CH:4][CH:5]=[CH:6][CH:7]=1, predict the reactants needed to synthesize it. The reactants are: [CH2:1]([O:8][C:9]1[CH:14]=[C:13]([N+:15]([O-:17])=[O:16])[CH:12]=[CH:11][C:10]=1[OH:18])[C:2]1[CH:7]=[CH:6][CH:5]=[CH:4][CH:3]=1.C(=O)([O-])[O-].[K+].[K+].S(C1C=CC(C)=CC=1)(O[CH2:29][C@@H:30]1[O:32][CH2:31]1)(=O)=O.CN(C=O)C. (5) Given the product [F:1][C:2]1[C:3]([NH:21][C:22]2[CH:26]=[C:25]([O:27][CH:28]([CH3:30])[CH3:29])[NH:24][N:23]=2)=[N:4][C:5]([NH:10][C@H:11]([C:14]2[CH:19]=[CH:18][C:17]([F:20])=[CH:16][CH:15]=2)[CH2:12][OH:13])=[C:6]([CH:9]=1)[C:7]([NH2:8])=[O:31], predict the reactants needed to synthesize it. The reactants are: [F:1][C:2]1[C:3]([NH:21][C:22]2[CH:26]=[C:25]([O:27][CH:28]([CH3:30])[CH3:29])[NH:24][N:23]=2)=[N:4][C:5]([NH:10][C@H:11]([C:14]2[CH:19]=[CH:18][C:17]([F:20])=[CH:16][CH:15]=2)[CH2:12][OH:13])=[C:6]([CH:9]=1)[C:7]#[N:8].[OH-:31].[K+].OO.